Dataset: Forward reaction prediction with 1.9M reactions from USPTO patents (1976-2016). Task: Predict the product of the given reaction. (1) Given the reactants [H-].[Na+].[C:3]([O:7][C:8]([NH:10][C@@H:11]([CH2:15][CH3:16])[C:12]([OH:14])=[O:13])=[O:9])([CH3:6])([CH3:5])[CH3:4].I[CH2:18][CH3:19].O, predict the reaction product. The product is: [C:3]([O:7][C:8]([N:10]([CH2:18][CH3:19])[C@@H:11]([CH2:15][CH3:16])[C:12]([OH:14])=[O:13])=[O:9])([CH3:6])([CH3:5])[CH3:4]. (2) Given the reactants [CH3:1][O:2][C:3]1[CH:12]=[C:11]2[C:6]([C:7](=[O:22])[C:8]([C:14]3[CH:19]=[CH:18][C:17]([O:20][CH3:21])=[CH:16][CH:15]=3)([CH3:13])[CH2:9][S:10]2)=[CH:5][CH:4]=1.[BH4-].[Na+].[NH4+].[Cl-], predict the reaction product. The product is: [OH:22][CH:7]1[C:6]2[C:11](=[CH:12][C:3]([O:2][CH3:1])=[CH:4][CH:5]=2)[S:10][CH2:9][C:8]1([C:14]1[CH:15]=[CH:16][C:17]([O:20][CH3:21])=[CH:18][CH:19]=1)[CH3:13]. (3) The product is: [Br:1][C:2]1[CH:3]=[C:4]([CH:7]([NH:17][CH2:21][CH2:20][CH:19]([CH3:23])[CH3:18])[CH2:8][O:9][Si:10]([C:13]([CH3:14])([CH3:16])[CH3:15])([CH3:12])[CH3:11])[S:5][CH:6]=1. Given the reactants [Br:1][C:2]1[CH:3]=[C:4]([CH:7]([NH2:17])[CH2:8][O:9][Si:10]([C:13]([CH3:16])([CH3:15])[CH3:14])([CH3:12])[CH3:11])[S:5][CH:6]=1.[CH3:18][CH:19]([CH3:23])[CH2:20][CH:21]=O.[BH4-].[Na+], predict the reaction product. (4) Given the reactants [Cl:1][C:2]1[CH:10]=[CH:9][CH:8]=[C:7]2[C:3]=1[C:4]([C:11](=[O:16])[C:12]([F:15])([F:14])[F:13])=[CH:5][NH:6]2.S(O[CH2:28][C@@H:29]1[CH2:33][CH2:32][CH2:31][N:30]1[C:34]([O:36][C:37]([CH3:40])([CH3:39])[CH3:38])=[O:35])(C1C=CC(C)=CC=1)(=O)=O.C([O-])([O-])=O.[K+].[K+], predict the reaction product. The product is: [Cl:1][C:2]1[CH:10]=[CH:9][CH:8]=[C:7]2[C:3]=1[C:4]([C:11](=[O:16])[C:12]([F:14])([F:15])[F:13])=[CH:5][N:6]2[CH2:28][C@@H:29]1[CH2:33][CH2:32][CH2:31][N:30]1[C:34]([O:36][C:37]([CH3:38])([CH3:40])[CH3:39])=[O:35]. (5) Given the reactants O[CH2:2][C:3]1[N:4]([CH3:29])[C:5]2[C:10]([CH:11]=1)=[CH:9][C:8]([NH:12][C:13]([NH:15][C:16]1[CH:21]=[CH:20][C:19]([O:22][C:23]3[CH:28]=[CH:27][CH:26]=[CH:25][CH:24]=3)=[CH:18][CH:17]=1)=[O:14])=[CH:7][CH:6]=2.[CH3:30][C:31]1[NH:32][CH2:33][CH2:34][N:35]=1, predict the reaction product. The product is: [CH3:29][N:4]1[C:5]2[C:10](=[CH:9][C:8]([NH:12][C:13]([NH:15][C:16]3[CH:21]=[CH:20][C:19]([O:22][C:23]4[CH:28]=[CH:27][CH:26]=[CH:25][CH:24]=4)=[CH:18][CH:17]=3)=[O:14])=[CH:7][CH:6]=2)[CH:11]=[C:3]1[CH2:2][N:35]1[CH2:34][CH2:33][N:32]=[C:31]1[CH3:30]. (6) Given the reactants [Cl:1][C:2]1[CH:3]=[C:4]([C:8]2([CH:12]3[C:21]4[C:16](=[CH:17][CH:18]=[C:19]([O:22][CH2:23][CH2:24][NH:25][S:26]([CH2:29][CH2:30][CH3:31])(=[O:28])=[O:27])[CH:20]=4)[CH2:15][CH2:14][NH:13]3)[CH2:11][CH2:10][CH2:9]2)[CH:5]=[CH:6][CH:7]=1.[CH2:32]([N:34](CC)CC)[CH3:33].BrCC#N, predict the reaction product. The product is: [Cl:1][C:2]1[CH:3]=[C:4]([C:8]2([CH:12]3[C:21]4[C:16](=[CH:17][CH:18]=[C:19]([O:22][CH2:23][CH2:24][NH:25][S:26]([CH2:29][CH2:30][CH3:31])(=[O:28])=[O:27])[CH:20]=4)[CH2:15][CH2:14][N:13]3[CH2:33][C:32]#[N:34])[CH2:9][CH2:10][CH2:11]2)[CH:5]=[CH:6][CH:7]=1. (7) Given the reactants [N+:1]([C:4]1[CH:11]=[N:10][CH:9]=[CH:8][C:5]=1[CH:6]=[O:7])([O-:3])=[O:2].CO/[CH:14]=[CH:15]/[C:16]([O:18][Si](C)(C)C)=[CH2:17], predict the reaction product. The product is: [N+:1]([C:4]1[CH:11]=[N:10][CH:9]=[CH:8][C:5]=1[CH:6]1[CH2:17][C:16](=[O:18])[CH:15]=[CH:14][O:7]1)([O-:3])=[O:2]. (8) Given the reactants [C:1]([O:5][C:6]([NH:8][C:9]1[C:10]([CH3:21])=[N:11][C:12]([O:16][CH2:17][C:18]([OH:20])=O)=[N:13][C:14]=1[CH3:15])=[O:7])([CH3:4])([CH3:3])[CH3:2].[CH:22]1([CH2:25][N:26]2[CH2:31][CH2:30][CH:29]([NH:32][CH3:33])[CH2:28][CH2:27]2)[CH2:24][CH2:23]1.C(N(CC)CC)C, predict the reaction product. The product is: [CH:22]1([CH2:25][N:26]2[CH2:31][CH2:30][CH:29]([N:32]([CH3:33])[C:18](=[O:20])[CH2:17][O:16][C:12]3[N:13]=[C:14]([CH3:15])[C:9]([NH:8][C:6](=[O:7])[O:5][C:1]([CH3:2])([CH3:3])[CH3:4])=[C:10]([CH3:21])[N:11]=3)[CH2:28][CH2:27]2)[CH2:23][CH2:24]1.